Dataset: Forward reaction prediction with 1.9M reactions from USPTO patents (1976-2016). Task: Predict the product of the given reaction. (1) The product is: [CH3:26][O:25][C:4]1[CH:5]=[C:6]2[C:11](=[CH:2][N:3]=1)[N:10]=[CH:9][CH:8]([C:12]([C:14]1[CH:23]=[CH:22][C:21]3[C:16](=[CH:17][CH:18]=[CH:19][CH:20]=3)[CH:15]=1)=[O:13])[C:7]2=[O:24]. Given the reactants Cl[C:2]1[N:3]=[C:4]([O:25][CH3:26])[CH:5]=[C:6]2[C:11]=1[N:10]=[CH:9][CH:8]([C:12]([C:14]1[CH:23]=[CH:22][C:21]3[C:16](=[CH:17][CH:18]=[CH:19][CH:20]=3)[CH:15]=1)=[O:13])[C:7]2=[O:24].CCN(CC)CC.CCO.CCOC(C)=O, predict the reaction product. (2) The product is: [Si:35]([O:42][C@H:43]([C:57]1[CH:66]=[CH:65][C:64]([OH:67])=[C:63]2[C:58]=1[CH:59]=[CH:60][C:61](=[O:68])[NH:62]2)[CH2:44][NH:45][CH:46]1[CH2:47][CH2:48][N:49]([CH2:52][CH2:53][C:54]([NH:69][CH2:70][C:71]2[CH:76]=[CH:75][CH:74]=[CH:73][C:72]=2[OH:77])=[O:55])[CH2:50][CH2:51]1)([C:38]([CH3:41])([CH3:39])[CH3:40])([CH3:36])[CH3:37]. Given the reactants C(NC(=O)CCN1CCC(NC[C@H](O)C2C=CC(O)=C3C=2C=CC(=O)N3)CC1)C1C=CC=CC=1.[Si:35]([O:42][C@H:43]([C:57]1[CH:66]=[CH:65][C:64]([OH:67])=[C:63]2[C:58]=1[CH:59]=[CH:60][C:61](=[O:68])[NH:62]2)[CH2:44][NH:45][CH:46]1[CH2:51][CH2:50][N:49]([CH2:52][CH2:53][C:54](O)=[O:55])[CH2:48][CH2:47]1)([C:38]([CH3:41])([CH3:40])[CH3:39])([CH3:37])[CH3:36].[NH2:69][CH2:70][C:71]1[CH:76]=[CH:75][CH:74]=[CH:73][C:72]=1[OH:77].CN(C(ON1N=NC2C=CC=NC1=2)=[N+](C)C)C.F[P-](F)(F)(F)(F)F, predict the reaction product.